This data is from Catalyst prediction with 721,799 reactions and 888 catalyst types from USPTO. The task is: Predict which catalyst facilitates the given reaction. (1) Reactant: [O:1]1[CH:5]=[CH:4][C:3]([C@H:6]([C:23]2[CH:28]=[CH:27][C:26]([O:29][CH2:30][C:31]3[S:32][C:33]([C:37]4[CH:42]=[CH:41][C:40]([C:43]([F:46])([F:45])[F:44])=[CH:39][CH:38]=4)=[CH:34][C:35]=3[CH3:36])=[CH:25][CH:24]=2)[CH2:7][C:8](N2[C@@H](CC3C=CC=CC=3)COC2=O)=[O:9])=[N:2]1.OO.[Li+].[OH-].Cl.[C:52]([O-])([O-])=[O:53].[K+].[K+].IC. Product: [O:1]1[CH:5]=[CH:4][C:3]([C@H:6]([C:23]2[CH:24]=[CH:25][C:26]([O:29][CH2:30][C:31]3[S:32][C:33]([C:37]4[CH:38]=[CH:39][C:40]([C:43]([F:46])([F:45])[F:44])=[CH:41][CH:42]=4)=[CH:34][C:35]=3[CH3:36])=[CH:27][CH:28]=2)[CH2:7][C:8]([O:53][CH3:52])=[O:9])=[N:2]1. The catalyst class is: 49. (2) Reactant: O.[NH2:2][NH2:3].[N:4]1[CH:9]=[CH:8][C:7]([CH2:10][CH2:11][CH2:12][NH:13][C:14]([C:16]2[S:20][C:19]([C:21]([O:23]C)=O)=[CH:18][CH:17]=2)=[O:15])=[CH:6][CH:5]=1. Product: [N:4]1[CH:9]=[CH:8][C:7]([CH2:10][CH2:11][CH2:12][NH:13][C:14]([C:16]2[S:20][C:19]([C:21]([NH:2][NH2:3])=[O:23])=[CH:18][CH:17]=2)=[O:15])=[CH:6][CH:5]=1. The catalyst class is: 5. (3) Reactant: Br[C:2]1[CH:7]=[CH:6][C:5]([C@H:8]2[CH2:12][CH2:11][C:10](=[N:13]O)[CH2:9]2)=[CH:4][CH:3]=1.N.CO. Product: [C:5]1([C@H:8]2[CH2:12][CH2:11][CH:10]([NH2:13])[CH2:9]2)[CH:6]=[CH:7][CH:2]=[CH:3][CH:4]=1. The catalyst class is: 769. (4) Reactant: [CH2:1]([O:3][C:4]([N:6]1[CH2:11][CH2:10][CH:9]([NH:12][C:13]2[C:18]([N+:19]([O-])=O)=[CH:17][CH:16]=[C:15]([N:22]([CH3:24])[CH3:23])[N:14]=2)[CH2:8][CH2:7]1)=[O:5])[CH3:2]. Product: [CH2:1]([O:3][C:4]([N:6]1[CH2:11][CH2:10][CH:9]([NH:12][C:13]2[C:18]([NH2:19])=[CH:17][CH:16]=[C:15]([N:22]([CH3:23])[CH3:24])[N:14]=2)[CH2:8][CH2:7]1)=[O:5])[CH3:2]. The catalyst class is: 579. (5) The catalyst class is: 1. Product: [C:1]1([CH:7]([C:11]2[CH:16]=[CH:15][CH:14]=[CH:13][CH:12]=2)[C:8]([NH:17][CH2:18][CH2:19][CH2:20][N:21]2[CH2:26][CH2:25][CH:24]([C:27]3[CH:28]=[C:29]([NH:33][C:34](=[O:38])[CH:35]([CH3:36])[CH3:37])[CH:30]=[CH:31][CH:32]=3)[CH2:23][CH2:22]2)=[O:9])[CH:6]=[CH:5][CH:4]=[CH:3][CH:2]=1. Reactant: [C:1]1([CH:7]([C:11]2[CH:16]=[CH:15][CH:14]=[CH:13][CH:12]=2)[C:8](Cl)=[O:9])[CH:6]=[CH:5][CH:4]=[CH:3][CH:2]=1.[NH2:17][CH2:18][CH2:19][CH2:20][N:21]1[CH2:26][CH2:25][CH:24]([C:27]2[CH:28]=[C:29]([NH:33][C:34](=[O:38])[CH:35]([CH3:37])[CH3:36])[CH:30]=[CH:31][CH:32]=2)[CH2:23][CH2:22]1.C(N(CC)CC)C. (6) Reactant: Cl[C:2]([O:4][CH:5]([CH3:7])[CH3:6])=[O:3].[NH2:8][C:9]1[CH:18]=[C:17]([Br:19])[CH:16]=[CH:15][C:10]=1[C:11]([O:13][CH3:14])=[O:12].N1C=CC=CC=1.O. Product: [Br:19][C:17]1[CH:16]=[CH:15][C:10]([C:11]([O:13][CH3:14])=[O:12])=[C:9]([NH:8][C:2]([O:4][CH:5]([CH3:7])[CH3:6])=[O:3])[CH:18]=1. The catalyst class is: 4.